Predict which catalyst facilitates the given reaction. From a dataset of Catalyst prediction with 721,799 reactions and 888 catalyst types from USPTO. Reactant: O=C(NCCCC[C@@H](C(OC(C)(C)C)=O)NC(=O)N[C@H:20]([C:33]([O:35][C:36]([CH3:39])([CH3:38])[CH3:37])=[O:34])[CH2:21][CH2:22][C:23]([O:25]CC1C=CC=CC=1)=[O:24])OCC1C=CC=CC=1.C([O-])=O.[NH4+]. Product: [C:36]([O:35][C:33](=[O:34])[CH2:20][CH2:21][CH2:22][C:23]([OH:25])=[O:24])([CH3:39])([CH3:37])[CH3:38]. The catalyst class is: 50.